Dataset: Retrosynthesis with 50K atom-mapped reactions and 10 reaction types from USPTO. Task: Predict the reactants needed to synthesize the given product. (1) The reactants are: O=C(O)c1ccc(F)nc1.c1ccc(-c2nc(C3CCCNC3)no2)nc1. Given the product O=C(c1ccc(F)nc1)N1CCCC(c2noc(-c3ccccn3)n2)C1, predict the reactants needed to synthesize it. (2) Given the product Cc1nc2ccccc2n1CCCSCCCBr, predict the reactants needed to synthesize it. The reactants are: BrCCCSCCCBr.Cc1nc2ccccc2[nH]1. (3) Given the product Cc1cccc(C#CC=C2CCN(c3ncccc3[N+](=O)[O-])CC2)n1, predict the reactants needed to synthesize it. The reactants are: C#CC=C1CCN(c2ncccc2[N+](=O)[O-])CC1.Cc1cccc(Br)n1. (4) Given the product C=CCc1ccc(C2OCC(C)(C)CO2)cc1, predict the reactants needed to synthesize it. The reactants are: C=CCBr.CC1(C)COC(c2ccc(Br)cc2)OC1.